From a dataset of Reaction yield outcomes from USPTO patents with 853,638 reactions. Predict the reaction yield, written as a fraction of the theoretical maximum amount of product (1.0 means a 100% yield; for example, 0.34 means a 34% yield). The reactants are [Cl-].[Li+].[Cu](C#N)C#N.[CH:8]1([Mg]Cl)[CH2:12][CH2:11][CH2:10][CH2:9]1.C(OCC)C.[C:20]([O:24][CH3:25])(=[O:23])[C:21]#[CH:22].[I:26]I. The catalyst is O1CCCC1. The product is [CH3:25][O:24][C:20](=[O:23])/[C:21](/[I:26])=[CH:22]\[CH:8]1[CH2:12][CH2:11][CH2:10][CH2:9]1. The yield is 0.970.